This data is from Catalyst prediction with 721,799 reactions and 888 catalyst types from USPTO. The task is: Predict which catalyst facilitates the given reaction. Product: [O:14]=[C:11]1[N:10]([CH2:18][CH2:19][CH2:20][CH2:21][CH2:22][CH2:23][C:24]#[N:25])[C@@H:9]([CH2:8][O:7][CH:2]2[CH2:3][CH2:4][CH2:5][CH2:6][O:1]2)[CH2:13][S:12]1. The catalyst class is: 589. Reactant: [O:1]1[CH2:6][CH2:5][CH2:4][CH2:3][CH:2]1[O:7][CH2:8][C@H:9]1[CH2:13][S:12][C:11](=[O:14])[NH:10]1.[H-].[Na+].Br[CH2:18][CH2:19][CH2:20][CH2:21][CH2:22][CH2:23][C:24]#[N:25].[Cl-].[NH4+].